Predict which catalyst facilitates the given reaction. From a dataset of Catalyst prediction with 721,799 reactions and 888 catalyst types from USPTO. (1) Reactant: [NH2:1][C:2]1[C:7]([C:8](=[O:10])[NH2:9])=[CH:6][CH:5]=[CH:4][C:3]=1[NH:11][C:12]([CH:14]1[CH2:22][C:21]2[C:16](=[CH:17][CH:18]=[CH:19][CH:20]=2)[N:15]1[C:23]([O:25][CH2:26][C:27]1[CH:32]=[CH:31][CH:30]=[CH:29][CH:28]=1)=[O:24])=O. Product: [C:8]([C:7]1[C:2]2[N:1]=[C:12]([CH:14]3[CH2:22][C:21]4[C:16](=[CH:17][CH:18]=[CH:19][CH:20]=4)[N:15]3[C:23]([O:25][CH2:26][C:27]3[CH:28]=[CH:29][CH:30]=[CH:31][CH:32]=3)=[O:24])[NH:11][C:3]=2[CH:4]=[CH:5][CH:6]=1)(=[O:10])[NH2:9]. The catalyst class is: 15. (2) Reactant: F[C:2]1[CH:7]=[CH:6][CH:5]=[CH:4][C:3]=1[N+:8]([O-:10])=[O:9].[C:11]1([N:17]2[C:21](=[O:22])[CH2:20][CH:19]=[N:18]2)[CH:16]=[CH:15][CH:14]=[CH:13][CH:12]=1.C(=O)([O-])[O-].[K+].[K+].O. Product: [N+:8]([C:3]1[CH:4]=[CH:5][CH:6]=[CH:7][C:2]=1[O:22][C:21]1[N:17]([C:11]2[CH:16]=[CH:15][CH:14]=[CH:13][CH:12]=2)[N:18]=[CH:19][CH:20]=1)([O-:10])=[O:9]. The catalyst class is: 39. (3) Product: [OH:24][C:20]1([C:13]2[CH:12]=[CH:11][CH:10]=[CH:9][C:8]=2[NH:7][C:6](=[O:14])[O:5][C:1]([CH3:4])([CH3:2])[CH3:3])[CH2:23][CH2:22][CH2:21]1. The catalyst class is: 28. Reactant: [C:1]([O:5][C:6](=[O:14])[NH:7][C:8]1[CH:13]=[CH:12][CH:11]=[CH:10][CH:9]=1)([CH3:4])([CH3:3])[CH3:2].[Li]C(C)(C)C.[C:20]1(=[O:24])[CH2:23][CH2:22][CH2:21]1. (4) Reactant: CN(C=O)C.[NH:6]1[CH:10]=[N:9][CH:8]=[N:7]1.[OH-].[Na+].Br[CH2:14][CH2:15][N:16]1[C:24](=[O:25])[C:23]2[C:18](=[CH:19][CH:20]=[CH:21][CH:22]=2)[C:17]1=[O:26]. Product: [N:6]1([CH2:14][CH2:15][N:16]2[C:17](=[O:26])[C:18]3[C:23](=[CH:22][CH:21]=[CH:20][CH:19]=3)[C:24]2=[O:25])[CH:10]=[N:9][CH:8]=[N:7]1. The catalyst class is: 69. (5) Reactant: [F:1][C:2]1[C:7]([F:8])=[CH:6][CH:5]=[CH:4][C:3]=1[N:9]1[CH:13]=[N:12][N:11]=[C:10]1[C:14]1[C:15]([NH2:20])=[N:16][CH:17]=[CH:18][N:19]=1.C1C(=O)N([Br:28])C(=O)C1.C([O-])(O)=O.[Na+]. Product: [Br:28][C:18]1[N:19]=[C:14]([C:10]2[N:9]([C:3]3[CH:4]=[CH:5][CH:6]=[C:7]([F:8])[C:2]=3[F:1])[CH:13]=[N:12][N:11]=2)[C:15]([NH2:20])=[N:16][CH:17]=1. The catalyst class is: 23. (6) Reactant: [Br:1][C:2]1[CH:3]=[C:4]([NH:8][C:9]([NH:11][C:12]2([C:18]([OH:20])=O)[CH2:17][CH2:16][CH2:15][CH2:14][CH2:13]2)=[O:10])[CH:5]=[CH:6][CH:7]=1.Cl. Product: [Br:1][C:2]1[CH:3]=[C:4]([N:8]2[C:18](=[O:20])[C:12]3([CH2:13][CH2:14][CH2:15][CH2:16][CH2:17]3)[NH:11][C:9]2=[O:10])[CH:5]=[CH:6][CH:7]=1. The catalyst class is: 8. (7) Reactant: [CH3:1][O:2][C:3](=[O:47])[CH2:4][O:5][C:6]1[CH:11]=[CH:10][C:9]([CH2:12][NH:13]C(OC(C)(C)C)=O)=[CH:8][C:7]=1[CH:21]1[CH2:26][CH2:25][N:24]([C:27]([C:29]2[C:37]3[C:32](=[C:33]([O:38][C:39]([F:42])([F:41])[F:40])[CH:34]=[CH:35][CH:36]=3)[N:31]([CH2:43][CH2:44][O:45][CH3:46])[CH:30]=2)=[O:28])[CH2:23][CH2:22]1.[ClH:48]. Product: [ClH:48].[CH3:1][O:2][C:3](=[O:47])[CH2:4][O:5][C:6]1[CH:11]=[CH:10][C:9]([CH2:12][NH2:13])=[CH:8][C:7]=1[CH:21]1[CH2:22][CH2:23][N:24]([C:27]([C:29]2[C:37]3[C:32](=[C:33]([O:38][C:39]([F:42])([F:40])[F:41])[CH:34]=[CH:35][CH:36]=3)[N:31]([CH2:43][CH2:44][O:45][CH3:46])[CH:30]=2)=[O:28])[CH2:25][CH2:26]1. The catalyst class is: 12. (8) Reactant: [C:1]([CH2:3][O:4][C@@H:5]([C:19]1[CH:24]=[C:23]([F:25])[CH:22]=[CH:21][C:20]=1[CH3:26])[C@@H:6]1[CH2:11][CH2:10][CH2:9][N:8]([C:12]([O:14][C:15]([CH3:18])([CH3:17])[CH3:16])=[O:13])[CH2:7]1)#[N:2].S(C)C.CO. Product: [NH2:2][CH2:1][CH2:3][O:4][C@@H:5]([C:19]1[CH:24]=[C:23]([F:25])[CH:22]=[CH:21][C:20]=1[CH3:26])[C@@H:6]1[CH2:11][CH2:10][CH2:9][N:8]([C:12]([O:14][C:15]([CH3:18])([CH3:17])[CH3:16])=[O:13])[CH2:7]1. The catalyst class is: 1.